Predict the reaction yield, written as a fraction of the theoretical maximum amount of product (1.0 means a 100% yield; for example, 0.34 means a 34% yield). From a dataset of Reaction yield outcomes from USPTO patents with 853,638 reactions. The reactants are Cl[C:2]([F:7])([F:6])C([O-])=O.[Na+].[OH:9][C:10]1[CH:17]=[CH:16][C:13]([CH:14]=[O:15])=[CH:12][C:11]=1[CH3:18].C(=O)([O-])[O-].[K+].[K+].Cl. The catalyst is CN(C=O)C.O. The product is [F:7][CH:2]([F:6])[O:9][C:10]1[CH:17]=[CH:16][C:13]([CH:14]=[O:15])=[CH:12][C:11]=1[CH3:18]. The yield is 0.120.